From a dataset of Reaction yield outcomes from USPTO patents with 853,638 reactions. Predict the reaction yield, written as a fraction of the theoretical maximum amount of product (1.0 means a 100% yield; for example, 0.34 means a 34% yield). (1) The catalyst is C1C=CC=CC=1.C(=O)([O-])[O-].[Ag+2]. The product is [CH2:1]([O:9][C:10]1[CH:15]=[C:14]([CH3:16])[CH:13]=[CH:12][N:11]=1)[C:2]1[CH:7]=[CH:6][CH:5]=[CH:4][CH:3]=1. The reactants are [CH2:1](Br)[C:2]1[CH:7]=[CH:6][CH:5]=[CH:4][CH:3]=1.[OH:9][C:10]1[CH:15]=[C:14]([CH3:16])[CH:13]=[CH:12][N:11]=1. The yield is 0.980. (2) The product is [O:19]([CH2:26][C:27]([NH:29][C:30]1[NH:31][C:32](=[O:70])[C:33]2[N:34]=[CH:35][N:36]([C:68]=2[N:69]=1)[C@@H:37]1[O:67][C@H:41]([CH2:42][O:43][C:44]([C:61]2[CH:66]=[CH:65][CH:64]=[CH:63][CH:62]=2)([C:45]2[CH:50]=[CH:49][C:48]([O:51][CH3:52])=[CH:47][CH:46]=2)[C:53]2[CH:54]=[CH:55][C:56]([O:59][CH3:60])=[CH:57][CH:58]=2)[C@@H:39]([O:40][P:8]([N:12]([CH:13]([CH3:14])[CH3:15])[CH:16]([CH3:17])[CH3:18])([O:9][CH2:91][CH2:90][O:89][CH2:88][CH2:87][O:86][C@@H:85]2[O:93][C@H:94]([CH2:105][O:106][C:107](=[O:109])[CH3:108])[C@@H:95]([O:101][C:102](=[O:104])[CH3:103])[C@H:96]([O:97][C:98](=[O:100])[CH3:99])[C@H:84]2[O:83][C:80](=[O:82])[CH3:81])=[O:10])[CH2:38]1)=[O:28])[C:20]1[CH:21]=[CH:22][CH:23]=[CH:24][CH:25]=1. The reactants are C(N([P:8]([N:12]([CH:16]([CH3:18])[CH3:17])[CH:13]([CH3:15])[CH3:14])(Cl)([O-:10])[O-:9])C(C)C)(C)C.[O:19]([CH2:26][C:27]([NH:29][C:30]1[NH:31][C:32](=[O:70])[C:33]2[N:34]=[CH:35][N:36]([C:68]=2[N:69]=1)[C@@H:37]1[O:67][C@H:41]([CH2:42][O:43][C:44]([C:61]2[CH:66]=[CH:65][CH:64]=[CH:63][CH:62]=2)([C:53]2[CH:58]=[CH:57][C:56]([O:59][CH3:60])=[CH:55][CH:54]=2)[C:45]2[CH:50]=[CH:49][C:48]([O:51][CH3:52])=[CH:47][CH:46]=2)[C@@H:39]([OH:40])[CH2:38]1)=[O:28])[C:20]1[CH:25]=[CH:24][CH:23]=[CH:22][CH:21]=1.C(N(C(C)C)C(C)C)C.[C:80]([O:83][C@@H:84]1[C@@H:96]([O:97][C:98](=[O:100])[CH3:99])[C@H:95]([O:101][C:102](=[O:104])[CH3:103])[C@@H:94]([CH2:105][O:106][C:107](=[O:109])[CH3:108])[O:93][C@H:85]1[O:86][CH2:87][CH2:88][O:89][CH2:90][CH2:91]O)(=[O:82])[CH3:81].N1C=NN=N1. The catalyst is ClCCl. The yield is 0.668. (3) The reactants are [F:1][C:2]([F:6])([F:5])[CH2:3][NH2:4].C1(C)C=CC(S([O-])=O)=CC=1.[Na+].CN1CCN(C)C1=O.[CH:26]([C:30]1[C:31](Cl)=[N:32][C:33]([S:38][CH3:39])=[N:34][C:35]=1[CH2:36][CH3:37])([CH2:28][CH3:29])[CH3:27]. The catalyst is O. The product is [CH:26]([C:30]1[C:31]([NH:4][CH2:3][C:2]([F:6])([F:5])[F:1])=[N:32][C:33]([S:38][CH3:39])=[N:34][C:35]=1[CH2:36][CH3:37])([CH2:28][CH3:29])[CH3:27]. The yield is 0.750. (4) The reactants are [C:1]([O:5][C:6]([N:8]1[C@@H:12](/[CH:13]=[CH:14]/[C:15]2[CH:20]=[CH:19][C:18]([N+:21]([O-])=O)=[CH:17][CH:16]=2)[CH2:11][O:10][C:9]1([CH3:25])[CH3:24])=[O:7])([CH3:4])([CH3:3])[CH3:2].C([O-])=O.[NH4+]. The catalyst is CO.[Pd]. The product is [C:1]([O:5][C:6]([N:8]1[C@@H:12]([CH2:13][CH2:14][C:15]2[CH:16]=[CH:17][C:18]([NH2:21])=[CH:19][CH:20]=2)[CH2:11][O:10][C:9]1([CH3:25])[CH3:24])=[O:7])([CH3:4])([CH3:2])[CH3:3]. The yield is 0.820. (5) The reactants are [CH3:1][C:2]1[O:6][C:5]([C:7]2[CH:12]=[CH:11][CH:10]=[CH:9][CH:8]=2)=[N:4][C:3]=1[CH2:13][CH2:14][O:15]S(C1C=CC(C)=CC=1)(=O)=O.[CH2:26]([O:28][C:29](=[O:41])[C:30]([O:33][C:34]1[CH:39]=[CH:38][C:37](O)=[CH:36][CH:35]=1)([CH3:32])[CH3:31])[CH3:27].C([O-])([O-])=O.[Cs+].[Cs+]. The catalyst is CN(C=O)C. The product is [CH2:26]([O:28][C:29](=[O:41])[C:30]([CH3:32])([O:33][C:34]1[CH:39]=[CH:38][C:37]([O:15][CH2:14][CH2:13][C:3]2[N:4]=[C:5]([C:7]3[CH:8]=[CH:9][CH:10]=[CH:11][CH:12]=3)[O:6][C:2]=2[CH3:1])=[CH:36][CH:35]=1)[CH3:31])[CH3:27]. The yield is 0.780. (6) The catalyst is N1CCCCC1.C(O)C. The product is [CH3:11][C:12]1[CH:16]=[CH:15][S:14][C:13]=1[CH:17]=[C:3]1[C:4]2[C:9](=[CH:8][CH:7]=[CH:6][CH:5]=2)[NH:1][C:2]1=[O:10]. The yield is 0.650. The reactants are [NH:1]1[C:9]2[C:4](=[CH:5][CH:6]=[CH:7][CH:8]=2)[CH2:3][C:2]1=[O:10].[CH3:11][C:12]1[CH:16]=[CH:15][S:14][C:13]=1[CH:17]=O.